This data is from Forward reaction prediction with 1.9M reactions from USPTO patents (1976-2016). The task is: Predict the product of the given reaction. Given the reactants Br[C:2]1[CH:3]=[C:4]2[C:9](=[CH:10][C:11]=1[O:12][CH3:13])[N:8]=[C:7]([C:14]1[CH:19]=[CH:18][CH:17]=[C:16]([C:20]([F:23])([F:22])[F:21])[CH:15]=1)[C:6]([CH3:24])=[C:5]2[C:25]([O:27][CH3:28])=[O:26].[Na+].[CH:30]([S:33]([O-:35])=[O:34])([CH3:32])[CH3:31].CI.CO, predict the reaction product. The product is: [CH3:24][C:6]1[C:7]([C:14]2[CH:19]=[CH:18][CH:17]=[C:16]([C:20]([F:22])([F:21])[F:23])[CH:15]=2)=[N:8][C:9]2[C:4]([C:5]=1[C:25]([O:27][CH3:28])=[O:26])=[CH:3][C:2]([S:33]([CH:30]([CH3:32])[CH3:31])(=[O:35])=[O:34])=[C:11]([O:12][CH3:13])[CH:10]=2.